From a dataset of Plasma protein binding rate (PPBR) regression data from AstraZeneca. Regression/Classification. Given a drug SMILES string, predict its absorption, distribution, metabolism, or excretion properties. Task type varies by dataset: regression for continuous measurements (e.g., permeability, clearance, half-life) or binary classification for categorical outcomes (e.g., BBB penetration, CYP inhibition). For this dataset (ppbr_az), we predict Y. (1) The compound is Cc1ccc(NC(=O)c2cccc(C(F)(F)F)c2)cc1C(=O)Nc1cnc(N)c(Cl)c1. The Y is 98.4 %. (2) The compound is CCCN(CCNCCc1ccc(O)c2[nH]c(=O)sc12)C(=O)CCOCCc1ccccc1. The Y is 93.9 %. (3) The molecule is C[C@H]1CN(Cc2cc(Cl)ccc2OCC(=O)O)CCN1S(=O)(=O)c1ccccc1. The Y is 97.3 %. (4) The compound is CC(=O)Nc1ccc(Nc2ncc3cc(-c4ccncc4)ccc3n2)cc1. The Y is 99.4 %.